Dataset: Forward reaction prediction with 1.9M reactions from USPTO patents (1976-2016). Task: Predict the product of the given reaction. (1) Given the reactants Br[C:2]1[CH:3]=[CH:4][C:5]([F:21])=[C:6]([C@@:8]2([CH3:20])[N:16]=[C:15]([NH2:17])[C:11]3([CH2:14][CH2:13][CH2:12]3)[S:10](=[O:19])(=[O:18])[CH2:9]2)[CH:7]=1.N, predict the reaction product. The product is: [F:21][C:5]1[CH:4]=[CH:3][CH:2]=[CH:7][C:6]=1[C@@:8]1([CH3:20])[N:16]=[C:15]([NH2:17])[C:11]2([CH2:12][CH2:13][CH2:14]2)[S:10](=[O:19])(=[O:18])[CH2:9]1. (2) The product is: [CH:15]([O:13][C:12](=[O:14])[CH2:11][CH2:10][CH2:9][NH:8][C:1]([O:3][C:4]([CH3:6])([CH3:7])[CH3:5])=[O:2])=[CH2:16]. Given the reactants [C:1]([NH:8][CH2:9][CH2:10][CH2:11][C:12]([OH:14])=[O:13])([O:3][C:4]([CH3:7])([CH3:6])[CH3:5])=[O:2].[C:15](OC=C)(=O)[CH3:16].[OH-].[K+], predict the reaction product. (3) Given the reactants [Br:1][C:2]1[C:14]2[C:13]3[CH:12]=[CH:11][C:10]([C:15]4[C:16]([F:29])=[C:17]([NH:22][S:23]([CH2:26][CH2:27][CH3:28])(=[O:25])=[O:24])[CH:18]=[CH:19][C:20]=4[F:21])=[CH:9][C:8]=3[CH:7]=[N:6][C:5]=2[NH:4][N:3]=1.C(N(CC)CC)C.[C:37](O[C:37]([O:39][C:40]([CH3:43])([CH3:42])[CH3:41])=[O:38])([O:39][C:40]([CH3:43])([CH3:42])[CH3:41])=[O:38], predict the reaction product. The product is: [Br:1][C:2]1[C:14]2[C:13]3[CH:12]=[CH:11][C:10]([C:15]4[C:20]([F:21])=[CH:19][CH:18]=[C:17]([NH:22][S:23]([CH2:26][CH2:27][CH3:28])(=[O:25])=[O:24])[C:16]=4[F:29])=[CH:9][C:8]=3[CH:7]=[N:6][C:5]=2[N:4]([C:37]([O:39][C:40]([CH3:43])([CH3:42])[CH3:41])=[O:38])[N:3]=1. (4) Given the reactants [CH3:1][O:2][C:3]1[CH:15]=[C:14]([O:16][CH3:17])[CH:13]=[CH:12][C:4]=1[CH2:5][NH:6][C:7]1[S:11]N=C[N:8]=1.S1C(N)=N[CH:20]=[N:19]1.S1C=NN=C1N, predict the reaction product. The product is: [CH3:1][O:2][C:3]1[CH:15]=[C:14]([O:16][CH3:17])[CH:13]=[CH:12][C:4]=1[CH2:5][NH:6][C:7]1[S:11][CH:20]=[N:19][N:8]=1. (5) Given the reactants [Cl:1][C:2]1[CH:7]=[CH:6][C:5]([O:8][CH3:9])=[CH:4][C:3]=1[N:10]([CH2:21][CH2:22][C:23]1[CH:28]=[CH:27][C:26]([C:29]([F:32])([F:31])[F:30])=[CH:25][CH:24]=1)[C:11](=[O:20])[C:12](=O)[C:13]1[CH:18]=[CH:17][CH:16]=[CH:15][CH:14]=1.[OH:33][NH2:34].Cl, predict the reaction product. The product is: [Cl:1][C:2]1[CH:7]=[CH:6][C:5]([O:8][CH3:9])=[CH:4][C:3]=1[N:10]([CH2:21][CH2:22][C:23]1[CH:28]=[CH:27][C:26]([C:29]([F:32])([F:31])[F:30])=[CH:25][CH:24]=1)[C:11](=[O:20])/[C:12](=[N:34]\[OH:33])/[C:13]1[CH:18]=[CH:17][CH:16]=[CH:15][CH:14]=1.